From a dataset of Reaction yield outcomes from USPTO patents with 853,638 reactions. Predict the reaction yield, written as a fraction of the theoretical maximum amount of product (1.0 means a 100% yield; for example, 0.34 means a 34% yield). (1) The reactants are [C:1]([O:5][C:6]([N:8]1[CH2:14][CH2:13][C:12]2[C:15]([S:21][C:22](=O)N(C)C)=[C:16]([C:19]#[N:20])[CH:17]=[CH:18][C:11]=2[CH2:10][CH2:9]1)=[O:7])([CH3:4])([CH3:3])[CH3:2].[F:27][C:28]1[CH:35]=[CH:34][C:31](CBr)=[CH:30][CH:29]=1. No catalyst specified. The product is [C:1]([O:5][C:6]([N:8]1[CH2:14][CH2:13][C:12]2[C:15]([S:21][CH2:22][C:31]3[CH:34]=[CH:35][C:28]([F:27])=[CH:29][CH:30]=3)=[C:16]([C:19]#[N:20])[CH:17]=[CH:18][C:11]=2[CH2:10][CH2:9]1)=[O:7])([CH3:2])([CH3:3])[CH3:4]. The yield is 0.870. (2) The reactants are [NH2:1][C:2]1[C:3]([CH3:24])=[C:4]([CH:21]=[CH:22][CH:23]=1)[O:5][C:6]1[CH:7]=[CH:8][C:9]2[N:10]([CH:12]=[C:13]([NH:15][C:16]([CH:18]3[CH2:20][CH2:19]3)=[O:17])[N:14]=2)[N:11]=1.[CH3:25][N:26]1[C:30]([C:31](Cl)=[O:32])=[CH:29][C:28]([CH3:34])=[N:27]1.C(N(CC)CC)C. The catalyst is O1CCCC1. The product is [CH:18]1([C:16]([NH:15][C:13]2[N:14]=[C:9]3[CH:8]=[CH:7][C:6]([O:5][C:4]4[C:3]([CH3:24])=[C:2]([NH:1][C:31]([C:30]5[N:26]([CH3:25])[N:27]=[C:28]([CH3:34])[CH:29]=5)=[O:32])[CH:23]=[CH:22][CH:21]=4)=[N:11][N:10]3[CH:12]=2)=[O:17])[CH2:20][CH2:19]1. The yield is 0.820.